Task: Predict the product of the given reaction.. Dataset: Forward reaction prediction with 1.9M reactions from USPTO patents (1976-2016) Given the reactants C(OC(=O)[N:7]([C:41](=[O:43])[CH3:42])[C@H:8]1[CH2:12][C@@H:11]([N:13]2[CH:21]=[N:20][C:19]3[C:14]2=[N:15][CH:16]=[N:17][C:18]=3[NH:22][CH2:23][C:24]2[CH:29]=[C:28]([Cl:30])[CH:27]=[CH:26][C:25]=2[O:31][CH2:32][C:33]2[O:37][N:36]=[C:35]([CH3:38])[CH:34]=2)[C@H:10]([OH:39])[C@@H:9]1[OH:40])(C)(C)C.FC(F)(F)C(O)=O, predict the reaction product. The product is: [Cl:30][C:28]1[CH:27]=[CH:26][C:25]([O:31][CH2:32][C:33]2[O:37][N:36]=[C:35]([CH3:38])[CH:34]=2)=[C:24]([CH:29]=1)[CH2:23][NH:22][C:18]1[N:17]=[CH:16][N:15]=[C:14]2[C:19]=1[N:20]=[CH:21][N:13]2[C@@H:11]1[CH2:12][C@H:8]([NH:7][C:41](=[O:43])[CH3:42])[C@@H:9]([OH:40])[C@H:10]1[OH:39].